This data is from Forward reaction prediction with 1.9M reactions from USPTO patents (1976-2016). The task is: Predict the product of the given reaction. (1) Given the reactants [OH-].[Na+].[CH3:3][C:4]1[CH:5]=[C:6]([NH:11][C:12]([C:14]2[C:15]([S:20][CH2:21][C:22]3[CH:27]=[CH:26][N:25]=[C:24]([C:28]([O:30]CC)=[O:29])[CH:23]=3)=[N:16][CH:17]=[CH:18][CH:19]=2)=[O:13])[CH:7]=[C:8]([CH3:10])[CH:9]=1, predict the reaction product. The product is: [C:28]([C:24]1[CH:23]=[C:22]([CH2:21][S:20][C:15]2[C:14]([C:12]([NH:11][C:6]3[CH:7]=[C:8]([CH3:10])[CH:9]=[C:4]([CH3:3])[CH:5]=3)=[O:13])=[CH:19][CH:18]=[CH:17][N:16]=2)[CH:27]=[CH:26][N:25]=1)([OH:30])=[O:29]. (2) Given the reactants [CH3:1][C:2]1[CH:18]=[C:17]([N+:19]([O-:21])=[O:20])[CH:16]=[CH:15][C:3]=1[O:4][C:5]1[CH:6]=[C:7]([CH:12]=[CH:13][CH:14]=1)[C:8]([O:10]C)=[O:9].[OH-].[Na+].Cl, predict the reaction product. The product is: [CH3:1][C:2]1[CH:18]=[C:17]([N+:19]([O-:21])=[O:20])[CH:16]=[CH:15][C:3]=1[O:4][C:5]1[CH:6]=[C:7]([CH:12]=[CH:13][CH:14]=1)[C:8]([OH:10])=[O:9]. (3) Given the reactants [NH:1]1[C:9]2[C:4](=[C:5]([CH2:10][CH2:11][CH2:12][NH:13][C:14]3[N:19]=[C:18]([CH3:20])[C:17]([C:21]([NH:23][C@@H:24]([CH2:28][NH:29][C:30]([C:32]4[S:33][CH:34]=[CH:35][CH:36]=4)=[O:31])[C:25]([OH:27])=[O:26])=[O:22])=[C:16]([CH3:37])[N:15]=3)[CH:6]=[CH:7][CH:8]=2)[CH:3]=[N:2]1.Br[CH:39]([CH2:42][CH3:43])[CH2:40][CH3:41].C(=O)([O-])[O-].[K+].[K+], predict the reaction product. The product is: [CH2:40]([CH:39]([O:26][C:25](=[O:27])[C@@H:24]([NH:23][C:21]([C:17]1[C:16]([CH3:37])=[N:15][C:14]([NH:13][CH2:12][CH2:11][CH2:10][C:5]2[CH:6]=[CH:7][CH:8]=[C:9]3[C:4]=2[CH:3]=[N:2][NH:1]3)=[N:19][C:18]=1[CH3:20])=[O:22])[CH2:28][NH:29][C:30]([C:32]1[S:33][CH:34]=[CH:35][CH:36]=1)=[O:31])[CH2:42][CH3:43])[CH3:41]. (4) The product is: [CH3:29][C:30]1[N:31]([CH2:2][C:3]2[CH:8]=[CH:7][C:6]([C:9]3[C:10]([NH:15][S:16]([C:19]4[CH:24]=[CH:23][CH:22]=[CH:21][C:20]=4[C:25]([F:28])([F:27])[F:26])(=[O:18])=[O:17])=[N:11][CH:12]=[CH:13][N:14]=3)=[CH:5][CH:4]=2)[C:32]2[C:37]([CH:38]=1)=[CH:36][CH:35]=[CH:34][CH:33]=2. Given the reactants Cl[CH2:2][C:3]1[CH:8]=[CH:7][C:6]([C:9]2[C:10]([NH:15][S:16]([C:19]3[CH:24]=[CH:23][CH:22]=[CH:21][C:20]=3[C:25]([F:28])([F:27])[F:26])(=[O:18])=[O:17])=[N:11][CH:12]=[CH:13][N:14]=2)=[CH:5][CH:4]=1.[CH3:29][C:30]1[NH:31][C:32]2[C:37]([CH:38]=1)=[CH:36][CH:35]=[CH:34][CH:33]=2, predict the reaction product.